From a dataset of Forward reaction prediction with 1.9M reactions from USPTO patents (1976-2016). Predict the product of the given reaction. Given the reactants Br[C:2]1[CH:3]=[C:4]([NH:9][CH2:10][CH:11]2[CH2:16][CH2:15][O:14][CH2:13][CH2:12]2)[C:5]([Cl:8])=[N:6][CH:7]=1.C([O-])([O-])=O.[Na+].[Na+].[Cl:23][C:24]1[C:25](B(O)O)=[CH:26][C:27]([F:30])=[N:28][CH:29]=1.C(Cl)Cl, predict the reaction product. The product is: [Cl:23][C:24]1[C:25]([C:2]2[CH:7]=[N:6][C:5]([Cl:8])=[C:4]([NH:9][CH2:10][CH:11]3[CH2:16][CH2:15][O:14][CH2:13][CH2:12]3)[CH:3]=2)=[CH:26][C:27]([F:30])=[N:28][CH:29]=1.